Dataset: Full USPTO retrosynthesis dataset with 1.9M reactions from patents (1976-2016). Task: Predict the reactants needed to synthesize the given product. (1) Given the product [F:26][C:25]1[CH:24]=[CH:23][C:10]([CH2:11][C:12]2[C:21]3[C:16](=[CH:17][CH:18]=[CH:19][CH:20]=3)[C:15](=[O:22])[NH:14][N:13]=2)=[CH:9][C:8]=1[C:6]([N:4]1[CH2:3][CH:2]([NH:1][CH2:28][CH2:29][C:30]([F:33])([F:32])[F:31])[CH2:5]1)=[O:7], predict the reactants needed to synthesize it. The reactants are: [NH2:1][CH:2]1[CH2:5][N:4]([C:6]([C:8]2[CH:9]=[C:10]([CH:23]=[CH:24][C:25]=2[F:26])[CH2:11][C:12]2[C:21]3[C:16](=[CH:17][CH:18]=[CH:19][CH:20]=3)[C:15](=[O:22])[NH:14][N:13]=2)=[O:7])[CH2:3]1.Br[CH2:28][CH2:29][C:30]([F:33])([F:32])[F:31].C([O-])([O-])=O.[K+].[K+]. (2) The reactants are: [C:1]1([C@H:7]2[CH2:12][NH:11][CH2:10][CH2:9][NH:8]2)[CH:6]=[CH:5][CH:4]=[CH:3][CH:2]=1.Cl[C:14]1[C:23]2[C:18](=[CH:19][C:20]([O:26][CH3:27])=[C:21]([O:24][CH3:25])[CH:22]=2)[N:17]=[CH:16][N:15]=1. Given the product [CH3:25][O:24][C:21]1[CH:22]=[C:23]2[C:18](=[CH:19][C:20]=1[O:26][CH3:27])[N:17]=[CH:16][N:15]=[C:14]2[N:11]1[CH2:10][CH2:9][NH:8][C@@H:7]([C:1]2[CH:2]=[CH:3][CH:4]=[CH:5][CH:6]=2)[CH2:12]1, predict the reactants needed to synthesize it. (3) The reactants are: [CH:1]12[N:7]([C:8]3[N:13]=[CH:12][C:11]([NH:14][C:15]([C:17]4[C:26](=[O:27])[C:25]5[C:20](=[CH:21][CH:22]=[CH:23][C:24]=5[CH3:28])[NH:19][CH:18]=4)=[O:16])=[C:10]([CH3:29])[CH:9]=3)[CH:4]([CH2:5][CH2:6]1)[CH2:3][CH2:2]2.[ClH:30].CCOCC. Given the product [ClH:30].[CH:4]12[N:7]([C:8]3[N:13]=[CH:12][C:11]([NH:14][C:15]([C:17]4[C:26](=[O:27])[C:25]5[C:20](=[CH:21][CH:22]=[CH:23][C:24]=5[CH3:28])[NH:19][CH:18]=4)=[O:16])=[C:10]([CH3:29])[CH:9]=3)[CH:1]([CH2:6][CH2:5]1)[CH2:2][CH2:3]2, predict the reactants needed to synthesize it. (4) Given the product [CH2:14]([O:13][C:11](=[O:12])[CH2:10][CH:3]1[C:4]2[C:9](=[CH:8][CH:7]=[CH:6][CH:5]=2)[NH:1][CH2:2]1)[CH3:15], predict the reactants needed to synthesize it. The reactants are: [NH:1]1[C:9]2[C:4](=[CH:5][CH:6]=[CH:7][CH:8]=2)[C:3]([CH2:10][C:11]([O:13][CH2:14][CH3:15])=[O:12])=[CH:2]1.C([BH3-])#N.[Na+]. (5) Given the product [Cl:11][C:12]1[C:19]([CH3:20])=[C:18]([NH:21][CH:22]2[CH2:27][CH2:26][O:25][CH2:24][C:23]2=[O:28])[CH:17]=[CH:16][C:13]=1[C:14]#[N:15], predict the reactants needed to synthesize it. The reactants are: C(Cl)(=O)C(Cl)=O.CS(C)=O.[Cl:11][C:12]1[C:19]([CH3:20])=[C:18]([NH:21][C@@H:22]2[CH2:27][CH2:26][O:25][CH2:24][C@H:23]2[OH:28])[CH:17]=[CH:16][C:13]=1[C:14]#[N:15].C(N(CC)CC)C. (6) Given the product [CH2:32]([O:11][C:10](=[O:12])[C@@H:9]([NH:8][C:6]([O:5][C:1]([CH3:4])([CH3:2])[CH3:3])=[O:7])[CH2:13][CH2:14][C:15]1[CH:16]=[CH:17][CH:18]=[CH:19][CH:20]=1)[C:33]1[CH:38]=[CH:37][CH:36]=[CH:35][CH:34]=1, predict the reactants needed to synthesize it. The reactants are: [C:1]([O:5][C:6]([NH:8][C@@H:9]([CH2:13][CH2:14][C:15]1[CH:20]=[CH:19][CH:18]=[CH:17][CH:16]=1)[C:10]([OH:12])=[O:11])=[O:7])([CH3:4])([CH3:3])[CH3:2].C(N(CC)CC)C.ClC(O[CH2:32][C:33]1[CH:38]=[CH:37][CH:36]=[CH:35][CH:34]=1)=O. (7) Given the product [CH3:1][O:2][C:3](=[O:11])[C:4]1[CH:9]=[CH:8][CH:7]=[C:6]([O:10][S:22]([C:21]([F:34])([F:33])[F:20])(=[O:24])=[O:23])[CH:5]=1, predict the reactants needed to synthesize it. The reactants are: [CH3:1][O:2][C:3](=[O:11])[C:4]1[CH:9]=[CH:8][CH:7]=[C:6]([OH:10])[CH:5]=1.N1C(C)=CC=CC=1C.[F:20][C:21]([F:34])([F:33])[S:22](O[S:22]([C:21]([F:34])([F:33])[F:20])(=[O:24])=[O:23])(=[O:24])=[O:23].[Cl-].[NH4+]. (8) Given the product [I:20][C:21]1[CH:27]=[CH:26][C:24]([NH:25][C:5]([CH:4]([CH:1]([CH3:3])[CH3:2])[C:8]([OH:10])=[O:9])=[O:6])=[CH:23][CH:22]=1, predict the reactants needed to synthesize it. The reactants are: [CH:1]([CH:4]([C:8]([OH:10])=[O:9])[C:5](O)=[O:6])([CH3:3])[CH3:2].CC(C)N=C=NC(C)C.[I:20][C:21]1[CH:27]=[CH:26][C:24]([NH2:25])=[CH:23][CH:22]=1. (9) Given the product [CH:2]1([CH2:7][CH2:8][S:9]([Cl:15])(=[O:12])=[O:10])[CH2:6][CH2:5][CH2:4][CH2:3]1, predict the reactants needed to synthesize it. The reactants are: [Na+].[CH:2]1([CH2:7][CH2:8][S:9]([O-:12])(=O)=[O:10])[CH2:6][CH2:5][CH2:4][CH2:3]1.S(Cl)([Cl:15])=O. (10) Given the product [CH2:1]([O:8][C:9]1[CH:10]=[CH:11][C:12]([C@@H:15]2[O:24][C@H:16]2[C:17]([CH:19]2[CH2:21][CH2:20]2)=[O:18])=[CH:13][CH:14]=1)[C:2]1[CH:3]=[CH:4][CH:5]=[CH:6][CH:7]=1, predict the reactants needed to synthesize it. The reactants are: [CH2:1]([O:8][C:9]1[CH:14]=[CH:13][C:12](/[CH:15]=[CH:16]/[C:17]([CH:19]2[CH2:21][CH2:20]2)=[O:18])=[CH:11][CH:10]=1)[C:2]1[CH:7]=[CH:6][CH:5]=[CH:4][CH:3]=1.CC(C)=[O:24].OO.[OH-].[Na+].